From a dataset of Experimentally validated miRNA-target interactions with 360,000+ pairs, plus equal number of negative samples. Binary Classification. Given a miRNA mature sequence and a target amino acid sequence, predict their likelihood of interaction. (1) The miRNA is mmu-miR-8118 with sequence GACAAACAUGACUAUGCUGACA. The protein sequence of the target gene is MKMMMIMKTTLLLISVLLTQALQSQGRPAIQDEAPAEPTSYTLDSGEKLELSCKAKEDTQKVTWTKDLVPLVDGEHTRLRNDQMEIEKVEPTDSGLYACFAQGLNSNHTEYFNISVTDEEDEVDSSSEEAKLSNDQNLPMAPVWAQPDKMEKKLHAVPASKTVKFRCQANGNPTPTLKWLKNGKEFKRDQRIGGFKVREHMWTIIMESVVPSDRGNYTCLVENRHGSINHTYQLDVVERSPHRPILQAGLPANRTAVVGSDVEFECKVFSDPQPHIQWLKHIEVNGSRYGPDGLPYVRAL.... Result: 0 (no interaction). (2) The miRNA is hsa-miR-1228-5p with sequence GUGGGCGGGGGCAGGUGUGUG. Result: 1 (interaction). The protein sequence of the target gene is MCNTNMSVPTDGAVTTSQIPASEQETLVRPKPLLLKLLKSVGAQKDTYTMKEVLFYLGQYIMTKRLYDEKQQHIVYCSNDLLGDLFGVPSFSVKEHRKIYTMIYRNLVVVNQQESSDSGTSVSENRCHLEGGSDQKDLVQELQEEKPSSSHLVSRPSTSSRRRAISETEENSDELSGERQRKRHKSDSISLSFDESLALCVIREICCERSSSSESTGTPSNPDLDAGVSEHSGDWLDQDSVSDQFSVEFEVESLDSEDYSLSEEGQELSDEDDEVYQVTVYQAGESDTDSFEEDPEISLA.... (3) The miRNA is hsa-miR-3907 with sequence AGGUGCUCCAGGCUGGCUCACA. The protein sequence of the target gene is MLWALWPRWLADKMLPLLGAVLLQKREKRGPLWRHWRRETYPYYDLQVKVLRATNIRGTDLLSKADCYVQLWLPTASPSPAQTRIVANCSDPEWNETFHYQIHGAVKNVLELTLYDKDILGSDQLSLLLFDLRSLKCGQPHKHTFPLNHQDSQELQVEFVLEKSQVPASEVITNGVLVAHPCLRIQGTLRGDGTAPREEYGSRQLQLAVPGAYEKPQLLPLQPPTEPGLPPTFTFHVNPVLSSRLHVELMELLAAVQSGPSAELEAQTSKLGEGGILLSSLPLGQEEQCSVALGEGQEVA.... Result: 0 (no interaction). (4) The miRNA is mmu-miR-1942 with sequence UCAGAUGUCUUCAUCUGGUUG. The protein sequence of the target gene is MGWSCLVTGAGGLLGQRIVRLLVEEKELKEIRALDKAFRPELREEFSKLQNRTKLTVLEGDILDEPFLKRACQDVSVVIHTACIIDVFGVTHRESIMNVNVKGTQLLLEACVQASVPVFIYTSSIEVAGPNSYKEIIQNGHEEEPLENTWPTPYPYSKKLAEKAVLAANGWNLKNGDTLYTCALRPTYIYGEGGPFLSASINEALNNNGILSSVGKFSTVNPVYVGNVAWAHILALRALRDPKKAPSVRGQFYYISDDTPHQSYDNLNYILSKEFGLRLDSRWSLPLTLMYWIGFLLEVV.... Result: 0 (no interaction). (5) The miRNA is hsa-miR-6127 with sequence UGAGGGAGUGGGUGGGAGG. The protein sequence of the target gene is MAPPAAPGRDRVGREDEDGWETRGDRKARKPLVEKKRRARINESLQELRLLLAGAEVQAKLENAEVLELTVRRVQGVLRGRAREREQLQAEASERFAAGYIQCMHEVHTFVSTCQAIDATVAAELLNHLLESMPLREGSSFQDLLGDALAGPPRAPGRSGWPAGGAPGSPIPSPPGPGDDLCSDLEEAPEAELSQAPAEGPDLVPAALGSLTTAQIARSVWRPW. Result: 1 (interaction).